This data is from CYP2C9 inhibition data for predicting drug metabolism from PubChem BioAssay. The task is: Regression/Classification. Given a drug SMILES string, predict its absorption, distribution, metabolism, or excretion properties. Task type varies by dataset: regression for continuous measurements (e.g., permeability, clearance, half-life) or binary classification for categorical outcomes (e.g., BBB penetration, CYP inhibition). Dataset: cyp2c9_veith. (1) The drug is CCOC(=O)N1CCN(C(=O)CSCc2ccc(Cl)cc2)CC1. The result is 0 (non-inhibitor). (2) The compound is CCN(CC)CCOc1ccc(Cc2ccccc2)cc1. The result is 1 (inhibitor).